Dataset: Full USPTO retrosynthesis dataset with 1.9M reactions from patents (1976-2016). Task: Predict the reactants needed to synthesize the given product. (1) Given the product [Br:1][C:2]1[CH:3]=[CH:4][C:5]([C:8]([CH3:13])([CH3:12])[C:9]([NH:25][CH2:23][CH3:24])=[O:11])=[CH:6][CH:7]=1, predict the reactants needed to synthesize it. The reactants are: [Br:1][C:2]1[CH:7]=[CH:6][C:5]([C:8]([CH3:13])([CH3:12])[C:9]([OH:11])=O)=[CH:4][CH:3]=1.C(OCC)(=O)CC(O)=O.[CH2:23]([NH2:25])[CH3:24].BrC1C=CC([C@H](N)C)=CC=1. (2) Given the product [CH3:17][O:18][C:19]1[CH:20]=[C:21]([CH:22]=[CH:23][CH:24]=1)[O:4][C:1]1[NH:12][C:11]2[CH:13]=[CH:14][CH:15]=[CH:16][C:10]=2[N:9]=1, predict the reactants needed to synthesize it. The reactants are: [C:1](=[O:4])([O-])[O-].[Cs+].[Cs+].ClC1[NH:9][C:10]2[CH:16]=[CH:15][CH:14]=[CH:13][C:11]=2[N:12]=1.[CH3:17][O:18][C:19]1[CH:24]=[CH:23][CH:22]=[CH:21][C:20]=1O. (3) Given the product [Br:8][C:6]1[CH:5]=[N:4][C:3]2[C:9](=[O:11])[N:13]([CH3:12])[C:29]([C:28]3[CH:31]=[CH:32][C:25]([O:24][CH2:23][CH2:22][CH2:21][N:17]4[CH2:18][CH2:19][CH2:20][C@H:15]([CH3:14])[CH2:16]4)=[CH:26][CH:27]=3)=[N:1][C:2]=2[CH:7]=1, predict the reactants needed to synthesize it. The reactants are: [NH2:1][C:2]1[C:3]([C:9]([OH:11])=O)=[N:4][CH:5]=[C:6]([Br:8])[CH:7]=1.[CH3:12][NH2:13].[CH3:14][C@H:15]1[CH2:20][CH2:19][CH2:18][N:17]([CH2:21][CH2:22][CH2:23][O:24][C:25]2[CH:32]=[CH:31][C:28]([CH:29]=O)=[CH:27][CH:26]=2)[CH2:16]1. (4) Given the product [Cl:3][C:4]1[CH:5]=[CH:6][C:7]([NH:13][C:14]2[C:22]3[C:17](=[CH:18][N:19]=[CH:20][CH:21]=3)[O:16][C:15]=2[C:23]([NH:1][NH2:2])=[O:25])=[C:8]2[C:12]=1[NH:11][N:10]=[CH:9]2, predict the reactants needed to synthesize it. The reactants are: [NH2:1][NH2:2].[Cl:3][C:4]1[CH:5]=[CH:6][C:7]([NH:13][C:14]2[C:22]3[C:17](=[CH:18][N:19]=[CH:20][CH:21]=3)[O:16][C:15]=2[C:23]([O:25]CC)=O)=[C:8]2[C:12]=1[NH:11][N:10]=[CH:9]2. (5) Given the product [Br:1][C:2]1[CH:7]=[CH:6][C:5]([S:8]([NH2:13])(=[O:10])=[O:9])=[C:4]([Cl:12])[CH:3]=1, predict the reactants needed to synthesize it. The reactants are: [Br:1][C:2]1[CH:7]=[CH:6][C:5]([S:8](Cl)(=[O:10])=[O:9])=[C:4]([Cl:12])[CH:3]=1.[NH3:13].C(OCC)(=O)C.O.